From a dataset of Full USPTO retrosynthesis dataset with 1.9M reactions from patents (1976-2016). Predict the reactants needed to synthesize the given product. (1) Given the product [CH:37]([C:33]1[CH:32]=[C:31]([N:30]2[C:18](=[O:19])[C:11]3[C@@H:12]4[C:15]([CH3:17])([CH3:16])[C@@:9]([CH3:8])([CH2:14][CH2:13]4)[C:10]=3[N:29]2[CH3:27])[CH:36]=[CH:35][CH:34]=1)([CH3:39])[CH3:38], predict the reactants needed to synthesize it. The reactants are: C(N(CC)CC)C.[CH3:8][C@:9]12[C:15]([CH3:17])([CH3:16])[C@H:12]([CH2:13][CH2:14]1)[CH:11]([C:18](Cl)=[O:19])[C:10]2=O.C(O[C:27]([N:29](C)[NH:30][C:31]1[CH:36]=[CH:35][CH:34]=[C:33]([CH:37]([CH3:39])[CH3:38])[CH:32]=1)=O)(C)(C)C.Cl.O1CCOCC1. (2) Given the product [NH2:28][C:29]1[C:34]([F:35])=[CH:33][N:32]=[C:31]([N:36]2[CH:40]=[C:39]([C:41]([NH:8][CH2:12][C:54]3([C:50]4[CH:49]=[N:48][CH:53]=[CH:52][CH:51]=4)[CH2:55][CH2:56][CH2:57][CH2:58][CH2:59]3)=[O:43])[C:38]([C:44]([F:47])([F:46])[F:45])=[N:37]2)[N:30]=1, predict the reactants needed to synthesize it. The reactants are: F[P-](F)(F)(F)(F)F.[N:8]1(O[P+](N(C)C)(N(C)C)N(C)C)[C:12]2C=CC=CC=2N=N1.[NH2:28][C:29]1[C:34]([F:35])=[CH:33][N:32]=[C:31]([N:36]2[CH:40]=[C:39]([C:41]([OH:43])=O)[C:38]([C:44]([F:47])([F:46])[F:45])=[N:37]2)[N:30]=1.[N:48]1[CH:53]=[CH:52][CH:51]=[C:50]([C:54]2(NC)[CH2:59][CH2:58][CH2:57][CH2:56][CH2:55]2)[CH:49]=1.C1C=CC2N(O)N=NC=2C=1.CCN(C(C)C)C(C)C.